This data is from Reaction yield outcomes from USPTO patents with 853,638 reactions. The task is: Predict the reaction yield, written as a fraction of the theoretical maximum amount of product (1.0 means a 100% yield; for example, 0.34 means a 34% yield). (1) The reactants are [Cl:1][C:2]1[C:3]([N+:11]([O-])=O)=[C:4]([OH:10])[CH:5]=[C:6]([O:8][CH3:9])[CH:7]=1.NN. The catalyst is CCO.C(OCC)(=O)C.[Ru]. The product is [NH2:11][C:3]1[C:2]([Cl:1])=[CH:7][C:6]([O:8][CH3:9])=[CH:5][C:4]=1[OH:10]. The yield is 0.760. (2) The reactants are [Br:1][C:2]1[CH:7]=[CH:6][C:5]([N:8]2[CH2:13][CH2:12][N:11]([S:14]([CH2:17][CH:18]([NH:28][OH:29])[CH2:19][CH2:20][CH2:21][C:22]3[N:27]=[CH:26][CH:25]=[CH:24][N:23]=3)(=[O:16])=[O:15])[CH2:10][CH2:9]2)=[CH:4][CH:3]=1.[C:30](OC(=O)C)(=[O:32])C. The catalyst is C1COCC1.C(O)=O. The product is [Br:1][C:2]1[CH:3]=[CH:4][C:5]([N:8]2[CH2:9][CH2:10][N:11]([S:14]([CH2:17][CH:18]([N:28]([OH:29])[CH:30]=[O:32])[CH2:19][CH2:20][CH2:21][C:22]3[N:27]=[CH:26][CH:25]=[CH:24][N:23]=3)(=[O:15])=[O:16])[CH2:12][CH2:13]2)=[CH:6][CH:7]=1. The yield is 0.510. (3) The reactants are [CH3:1][C:2]1[CH:3]=[C:4]([CH:8]([C:10]2[S:11][C:12]([CH3:16])=[C:13]([CH3:15])[N:14]=2)[OH:9])[O:5][C:6]=1[CH3:7]. The catalyst is C(Cl)(Cl)Cl.[O-2].[O-2].[Mn+4]. The product is [CH3:1][C:2]1[CH:3]=[C:4]([C:8]([C:10]2[S:11][C:12]([CH3:16])=[C:13]([CH3:15])[N:14]=2)=[O:9])[O:5][C:6]=1[CH3:7]. The yield is 0.970. (4) The reactants are [Cl:1][C:2]1[CH:7]=[C:6]2[NH:8][C:9](=[O:40])[C:10]3([CH:15]([C:16]4[CH:21]=[CH:20][CH:19]=[C:18]([Cl:22])[CH:17]=4)[CH2:14][C:13](=[O:23])[N:12]([CH2:24][C:25]([O:27]C(C)(C)C)=[O:26])[CH:11]3[C:32]3[CH:37]=[C:36]([F:38])[CH:35]=[CH:34][C:33]=3[CH3:39])[C:5]2=[CH:4][CH:3]=1.COC([Si](C)(C)C)C.FC(F)(F)C(O)=O.CCN(C(C)C)C(C)C. The catalyst is ClCCl. The product is [Cl:1][C:2]1[CH:7]=[C:6]2[NH:8][C:9](=[O:40])[C:10]3([CH:15]([C:16]4[CH:21]=[CH:20][CH:19]=[C:18]([Cl:22])[CH:17]=4)[CH2:14][C:13](=[O:23])[N:12]([CH2:24][C:25]([OH:27])=[O:26])[CH:11]3[C:32]3[CH:37]=[C:36]([F:38])[CH:35]=[CH:34][C:33]=3[CH3:39])[C:5]2=[CH:4][CH:3]=1. The yield is 0.750. (5) The reactants are [CH3:1][O:2][C:3]1[CH:8]=[CH:7][C:6]([CH:9](O)[CH:10]=[CH2:11])=[CH:5][CH:4]=1.S(Cl)([Cl:15])=O. The catalyst is C(OCC)C. The product is [Cl:15][CH2:11]/[CH:10]=[CH:9]/[C:6]1[CH:7]=[CH:8][C:3]([O:2][CH3:1])=[CH:4][CH:5]=1. The yield is 1.00. (6) The reactants are [CH3:1][O:2][C:3]1[CH:4]=[C:5]2[C:10](=[CH:11][C:12]=1[O:13][CH3:14])[N:9]=[CH:8][N:7]=[C:6]2[O:15][C:16]1[CH:22]=[CH:21][C:19]([NH2:20])=[C:18]([O:23][CH3:24])[CH:17]=1.Cl[C:26](Cl)([O:28][C:29](=[O:35])OC(Cl)(Cl)Cl)Cl.[N:37]1[CH:42]=[CH:41][CH:40]=[CH:39][C:38]=1[CH2:43]CO.C(=O)(O)[O-].[Na+]. The catalyst is C(Cl)Cl.C(N(CC)CC)C.C1(C)C=CC=CC=1. The product is [CH3:1][O:2][C:3]1[CH:4]=[C:5]2[C:10](=[CH:11][C:12]=1[O:13][CH3:14])[N:9]=[CH:8][N:7]=[C:6]2[O:15][C:16]1[CH:22]=[CH:21][C:19]([NH:20][C:29](=[O:35])[O:28][CH2:26][CH2:43][C:38]2[CH:39]=[CH:40][CH:41]=[CH:42][N:37]=2)=[C:18]([O:23][CH3:24])[CH:17]=1. The yield is 0.750. (7) The reactants are [ClH:1].NC(=O)[C@@H:4]([NH:11][C:12](=[O:32])[CH2:13][C:14]([NH:16][C:17]1[CH:22]=[CH:21][C:20]([O:23][C:24]2[CH:29]=[CH:28][N:27]=[C:26]([NH2:30])[CH:25]=2)=[C:19]([F:31])[CH:18]=1)=[O:15])[C:5]1C=C[CH:8]=[CH:7][CH:6]=1.C1(N)CCCC1. No catalyst specified. The product is [ClH:1].[NH2:30][C:26]1[CH:25]=[C:24]([O:23][C:20]2[CH:21]=[CH:22][C:17]([NH:16][C:14](=[O:15])[CH2:13][C:12]([NH:11][CH:4]3[CH2:5][CH2:6][CH2:7][CH2:8]3)=[O:32])=[CH:18][C:19]=2[F:31])[CH:29]=[CH:28][N:27]=1. The yield is 0.440. (8) The reactants are OS(O)(=O)=O.[F:6][C:7]1[CH:12]=[C:11]([I:13])[CH:10]=[CH:9][C:8]=1[NH:14][C:15]1[C:23]([C:24]([OH:26])=[O:25])=[C:22]2[N:18]([CH2:19][CH2:20][CH2:21]2)[C:17](=[O:27])[CH:16]=1.[CH3:28][CH2:29]O. No catalyst specified. The product is [CH2:28]([O:25][C:24]([C:23]1[C:15]([NH:14][C:8]2[CH:9]=[CH:10][C:11]([I:13])=[CH:12][C:7]=2[F:6])=[CH:16][C:17](=[O:27])[N:18]2[C:22]=1[CH2:21][CH2:20][CH2:19]2)=[O:26])[CH3:29]. The yield is 0.296.